From a dataset of Forward reaction prediction with 1.9M reactions from USPTO patents (1976-2016). Predict the product of the given reaction. (1) The product is: [CH2:1]1[O:16][C:4]2([C@:13]3([CH3:24])[C:8](=[CH:9][C:10](=[O:15])/[C:11](=[CH:17]/[OH:18])/[CH2:12]3)[CH2:7][CH2:6][CH2:5]2)[O:3][CH2:2]1. Given the reactants [CH2:1]1[O:16][C:4]2([C@:13]3(O)[C:8](=[CH:9][C:10](=[O:15])[CH2:11][CH2:12]3)[CH2:7][CH2:6][CH2:5]2)[O:3][CH2:2]1.[CH:17](OCC)=[O:18].[H-].[Na+].[CH3:24]O, predict the reaction product. (2) Given the reactants Cl.[OH:2][C:3]1[CH:8]=[CH:7][C:6]([C:9]2[CH:14]=[CH:13][C:12]([CH:15](C(OC)=O)[C:16](OC)=[O:17])=[C:11]([N+:24]([O-])=O)[CH:10]=2)=[CH:5][CH:4]=1.[Sn], predict the reaction product. The product is: [OH:2][C:3]1[CH:8]=[CH:7][C:6]([C:9]2[CH:10]=[C:11]3[C:12]([CH2:15][C:16](=[O:17])[NH:24]3)=[CH:13][CH:14]=2)=[CH:5][CH:4]=1.